Dataset: Full USPTO retrosynthesis dataset with 1.9M reactions from patents (1976-2016). Task: Predict the reactants needed to synthesize the given product. (1) Given the product [BrH:27].[OH:16][C:13]1[CH:14]=[CH:15][C:10]([CH:9]2[CH2:8][CH2:7][NH:6][C@@H:5]2[C:4]([O:3][CH2:1][CH3:2])=[O:26])=[CH:11][CH:12]=1, predict the reactants needed to synthesize it. The reactants are: [CH2:1]([O:3][C:4](=[O:26])[C:5]1(C(OCC)=O)[CH:9]([C:10]2[CH:15]=[CH:14][C:13]([O:16]C)=[CH:12][CH:11]=2)[CH2:8][CH2:7][N:6]1C(=O)C)[CH3:2].[BrH:27]. (2) Given the product [NH:12]1[C:13]2[C:9](=[C:8]([C:6]3[CH:7]=[C:2]([NH:30][C:29]4[CH:28]=[CH:27][C:26]([S:23]([CH3:22])(=[O:25])=[O:24])=[CH:32][CH:31]=4)[C:3]4[CH:19]=[N:18][N:17]([CH3:20])[C:4]=4[N:5]=3)[CH:16]=[CH:15][CH:14]=2)[CH:10]=[N:11]1, predict the reactants needed to synthesize it. The reactants are: Cl[C:2]1[CH:7]=[C:6]([C:8]2[CH:16]=[CH:15][CH:14]=[C:13]3[C:9]=2[CH:10]=[N:11][NH:12]3)[N:5]=[C:4]2[N:17]([CH3:20])[N:18]=[CH:19][C:3]=12.Cl.[CH3:22][S:23]([C:26]1[CH:32]=[CH:31][C:29]([NH2:30])=[CH:28][CH:27]=1)(=[O:25])=[O:24].C(=O)([O-])[O-].[Cs+].[Cs+]. (3) Given the product [NH2:8][C:5]1[C:4]([CH3:17])=[C:3]([S:11]([N:14]([CH3:15])[CH3:16])(=[O:12])=[O:13])[CH:2]=[CH:7][CH:6]=1, predict the reactants needed to synthesize it. The reactants are: C[C:2]1[CH:7]=[CH:6][C:5]([N+:8]([O-])=O)=[CH:4][C:3]=1[S:11]([N:14]([CH3:16])[CH3:15])(=[O:13])=[O:12].[CH2:17](O)C. (4) The reactants are: [CH3:1][O:2][C:3]1[CH:7]=[C:6]([C:8](OC)=[O:9])[O:5][N:4]=1.[BH4-].[Na+].O. Given the product [CH3:1][O:2][C:3]1[CH:7]=[C:6]([CH2:8][OH:9])[O:5][N:4]=1, predict the reactants needed to synthesize it. (5) Given the product [NH2:1][CH2:2][C:3]([P:6](=[O:15])([O:7][CH2:8][CH3:13])[O:14][CH2:16][CH3:17])([CH3:4])[CH3:5], predict the reactants needed to synthesize it. The reactants are: [NH2:1][CH2:2][C:3]([P:6](=[O:15])([OH:14])[O:7][C:8]1[CH:13]=CC=CC=1)([CH3:5])[CH3:4].[C:16](O)(=O)[CH:17](C)O.OC1C=C(C=CC=1)C=O.F[P-](F)(F)(F)(F)F.N1(O[P+](N2CCCC2)(N2CCCC2)N2CCCC2)C2C=CC=CC=2N=N1.C(N(C(C)C)CC)(C)C. (6) The reactants are: [Br:1][C:2]1[CH:10]=[CH:9][C:5]([C:6](Cl)=[O:7])=[CH:4][CH:3]=1.[CH:11]1([NH2:14])[CH2:13][CH2:12]1. Given the product [Br:1][C:2]1[CH:10]=[CH:9][C:5]([C:6]([NH:14][CH:11]2[CH2:13][CH2:12]2)=[O:7])=[CH:4][CH:3]=1, predict the reactants needed to synthesize it. (7) Given the product [ClH:16].[C:1]([NH:7][NH2:8])(=[O:6])[C:2]([CH3:5])([CH3:4])[CH3:3], predict the reactants needed to synthesize it. The reactants are: [C:1]([NH:7][NH:8]C(OC(C)(C)C)=O)(=[O:6])[C:2]([CH3:5])([CH3:4])[CH3:3].[ClH:16]. (8) Given the product [N:23]1[CH:5]=[CH:6][CH:7]=[C:2]([CH2:1][NH:8][C:9]([C:11]2[CH:20]=[CH:19][C:14]([C:15]([O:17][CH3:18])=[O:16])=[C:13]([OH:21])[C:12]=2[OH:22])=[O:10])[CH:3]=1, predict the reactants needed to synthesize it. The reactants are: [CH2:1]([NH:8][C:9]([C:11]1[CH:20]=[CH:19][C:14]([C:15]([O:17][CH3:18])=[O:16])=[C:13]([OH:21])[C:12]=1[OH:22])=[O:10])[C:2]1[CH:7]=[CH:6][CH:5]=C[CH:3]=1.[N:23]1C=CC=C(CN)C=1.